This data is from Reaction yield outcomes from USPTO patents with 853,638 reactions. The task is: Predict the reaction yield, written as a fraction of the theoretical maximum amount of product (1.0 means a 100% yield; for example, 0.34 means a 34% yield). (1) The reactants are [O:1]1[CH:5]=[CH:4][CH:3]=[C:2]1[C:6]([OH:8])=O.O=S(Cl)Cl.[Cl:13][C:14]1[CH:19]=[CH:18][C:17]([NH2:20])=[C:16]([I:21])[CH:15]=1.CCN(CC)CC. The catalyst is C(Cl)Cl. The product is [Cl:13][C:14]1[CH:19]=[CH:18][C:17]([NH:20][C:6]([C:2]2[O:1][CH:5]=[CH:4][CH:3]=2)=[O:8])=[C:16]([I:21])[CH:15]=1. The yield is 0.710. (2) The reactants are [CH2:1]([N:8]1[C:12](=[O:13])[N:11]([C:14]2[CH:15]=[N:16][N:17]([CH2:19][C:20]3[C:21]([CH3:26])=[N:22][O:23][C:24]=3[CH3:25])[CH:18]=2)[C:10](=[O:27])[NH:9]1)[C:2]1[CH:7]=[CH:6][CH:5]=[CH:4][CH:3]=1.[CH3:28][O:29][CH2:30]Br. No catalyst specified. The product is [CH2:1]([N:8]1[C:12](=[O:13])[N:11]([C:14]2[CH:15]=[N:16][N:17]([CH2:19][C:20]3[C:21]([CH3:26])=[N:22][O:23][C:24]=3[CH3:25])[CH:18]=2)[C:10](=[O:27])[N:9]1[CH2:28][O:29][CH3:30])[C:2]1[CH:3]=[CH:4][CH:5]=[CH:6][CH:7]=1. The yield is 0.180. (3) The reactants are [Cl:1][C:2]1[C:3]([NH:17][CH2:18][CH2:19][CH2:20][C:21]2[CH:26]=[CH:25][CH:24]=[C:23]([O:27]C)[CH:22]=2)=[N:4][C:5]([NH:8][C:9]2[CH:10]=[C:11]([CH2:15]O)[CH:12]=[CH:13][CH:14]=2)=[N:6][CH:7]=1.B(Br)(Br)[Br:30].O. The product is [Br:30][CH2:15][C:11]1[CH:10]=[C:9]([NH:8][C:5]2[N:4]=[C:3]([NH:17][CH2:18][CH2:19][CH2:20][C:21]3[CH:22]=[C:23]([OH:27])[CH:24]=[CH:25][CH:26]=3)[C:2]([Cl:1])=[CH:7][N:6]=2)[CH:14]=[CH:13][CH:12]=1. The yield is 0.750. The catalyst is C(Cl)Cl.